Task: Predict the reactants needed to synthesize the given product.. Dataset: Full USPTO retrosynthesis dataset with 1.9M reactions from patents (1976-2016) Given the product [NH2:8][C@@H:9]([C:12]1[CH:13]=[C:14]([C:18]2[CH:23]=[CH:22][CH:21]=[C:20]([CH2:24][O:25][C:26]3[CH:31]=[CH:30][CH:29]=[CH:28][C:27]=3[CH2:32][C:33]([OH:35])=[O:34])[CH:19]=2)[CH:15]=[CH:16][CH:17]=1)[CH2:10][OH:11].[ClH:37], predict the reactants needed to synthesize it. The reactants are: C(OC([NH:8][C@@H:9]([C:12]1[CH:13]=[C:14]([C:18]2[CH:23]=[CH:22][CH:21]=[C:20]([CH2:24][O:25][C:26]3[CH:31]=[CH:30][CH:29]=[CH:28][C:27]=3[CH2:32][C:33]([OH:35])=[O:34])[CH:19]=2)[CH:15]=[CH:16][CH:17]=1)[CH2:10][OH:11])=O)(C)(C)C.C(Cl)[Cl:37].Cl.